Dataset: Peptide-MHC class I binding affinity with 185,985 pairs from IEDB/IMGT. Task: Regression. Given a peptide amino acid sequence and an MHC pseudo amino acid sequence, predict their binding affinity value. This is MHC class I binding data. (1) The peptide sequence is NSDPNTPDK. The MHC is HLA-A26:02 with pseudo-sequence HLA-A26:02. The binding affinity (normalized) is 0.264. (2) The peptide sequence is TKDTNDNNL. The MHC is HLA-A01:01 with pseudo-sequence HLA-A01:01. The binding affinity (normalized) is 0.0847. (3) The peptide sequence is YCNYSKYWY. The MHC is HLA-A29:02 with pseudo-sequence HLA-A29:02. The binding affinity (normalized) is 0.393. (4) The peptide sequence is WTDVTPDY. The MHC is Mamu-B01 with pseudo-sequence Mamu-B01. The binding affinity (normalized) is 0. (5) The peptide sequence is IGYRLGMGK. The MHC is HLA-A02:19 with pseudo-sequence HLA-A02:19. The binding affinity (normalized) is 0.0847. (6) The peptide sequence is TFFSYLMKDK. The MHC is HLA-B35:01 with pseudo-sequence HLA-B35:01. The binding affinity (normalized) is 0. (7) The peptide sequence is RPRGAPTPT. The MHC is HLA-A23:01 with pseudo-sequence HLA-A23:01. The binding affinity (normalized) is 0.213. (8) The peptide sequence is GMPNWCVSI. The MHC is HLA-A02:11 with pseudo-sequence HLA-A02:11. The binding affinity (normalized) is 0.820. (9) The peptide sequence is PIPSSWAFGK. The MHC is Patr-A0101 with pseudo-sequence Patr-A0101. The binding affinity (normalized) is 0.210. (10) The peptide sequence is LLFLVLIML. The MHC is HLA-A02:03 with pseudo-sequence HLA-A02:03. The binding affinity (normalized) is 0.333.